From a dataset of Full USPTO retrosynthesis dataset with 1.9M reactions from patents (1976-2016). Predict the reactants needed to synthesize the given product. (1) Given the product [C:19]([O:18][C:16]([N:4]1[CH2:5][CH2:6][C@H:7]([C:8]2[CH:13]=[CH:12][C:11]([O:14][CH3:15])=[CH:10][CH:9]=2)[C@H:3]1[C:1]([OH:26])=[O:2])=[O:17])([CH3:22])([CH3:21])[CH3:20], predict the reactants needed to synthesize it. The reactants are: [CH:1]([C@@H:3]1[C@@H:7]([C:8]2[CH:13]=[CH:12][C:11]([O:14][CH3:15])=[CH:10][CH:9]=2)[CH2:6][CH2:5][N:4]1[C:16]([O:18][C:19]([CH3:22])([CH3:21])[CH3:20])=[O:17])=[O:2].O.O.P([O-])(O)(O)=[O:26].[Na+].CC(=CC)C.Cl([O-])=O.[Na+].[OH-].[Na+]. (2) Given the product [C:19]([C:18]1[CH:21]=[C:14]([NH:13][C:6]([C:5]2[O:1][C:2]3[CH:12]=[CH:11][CH:10]=[CH:9][C:3]=3[CH:4]=2)=[O:8])[CH:15]=[CH:16][C:17]=1[N:22]1[CH2:27][CH2:26][CH:25]([CH2:28][CH2:29][OH:30])[CH2:24][CH2:23]1)#[N:20], predict the reactants needed to synthesize it. The reactants are: [O:1]1[C:5]([C:6]([OH:8])=O)=[CH:4][C:3]2[CH:9]=[CH:10][CH:11]=[CH:12][C:2]1=2.[NH2:13][C:14]1[CH:15]=[CH:16][C:17]([N:22]2[CH2:27][CH2:26][CH:25]([CH2:28][CH2:29][OH:30])[CH2:24][CH2:23]2)=[C:18]([CH:21]=1)[C:19]#[N:20]. (3) The reactants are: [NH2:1][C:2]1[N:7]=[C:6](/[C:8](=[C:11]2\[NH:12][C:13]3[CH:21]=[CH:20][CH:19]=[CH:18][C:14]=3[N:15]\2[CH2:16][CH3:17])/[C:9]#[N:10])[C:5]([CH3:22])=[CH:4][N:3]=1.[C:23]([N:30]([CH2:32][C:33](O)=[O:34])[CH3:31])([O:25][C:26]([CH3:29])([CH3:28])[CH3:27])=[O:24]. Given the product [C:26]([O:25][C:23](=[O:24])[N:30]([CH2:32][C:33]([NH:1][C:2]1[N:7]=[C:6](/[C:8](/[C:9]#[N:10])=[C:11]2\[NH:12][C:13]3[CH:21]=[CH:20][CH:19]=[CH:18][C:14]=3[N:15]\2[CH2:16][CH3:17])[C:5]([CH3:22])=[CH:4][N:3]=1)=[O:34])[CH3:31])([CH3:29])([CH3:27])[CH3:28], predict the reactants needed to synthesize it.